From a dataset of Peptide-MHC class I binding affinity with 185,985 pairs from IEDB/IMGT. Regression. Given a peptide amino acid sequence and an MHC pseudo amino acid sequence, predict their binding affinity value. This is MHC class I binding data. (1) The peptide sequence is TVNPIVTEK. The MHC is HLA-A31:01 with pseudo-sequence HLA-A31:01. The binding affinity (normalized) is 0.750. (2) The peptide sequence is VLSPTIGHV. The MHC is HLA-A02:03 with pseudo-sequence HLA-A02:03. The binding affinity (normalized) is 1.00. (3) The peptide sequence is ALASFLFGF. The MHC is HLA-A11:01 with pseudo-sequence HLA-A11:01. The binding affinity (normalized) is 0.0847. (4) The peptide sequence is HPDIVIYQY. The MHC is HLA-B58:01 with pseudo-sequence HLA-B58:01. The binding affinity (normalized) is 0.0227. (5) The peptide sequence is FAVRPQVPL. The MHC is HLA-B54:01 with pseudo-sequence HLA-B54:01. The binding affinity (normalized) is 0.228. (6) The peptide sequence is EKAAWGVAL. The MHC is HLA-B44:02 with pseudo-sequence HLA-B44:02. The binding affinity (normalized) is 0.0847. (7) The peptide sequence is AYQPTRWFI. The MHC is HLA-B15:09 with pseudo-sequence HLA-B15:09. The binding affinity (normalized) is 0.0847. (8) The peptide sequence is LLMALPHQA. The MHC is HLA-A02:03 with pseudo-sequence HLA-A02:03. The binding affinity (normalized) is 0.786.